Task: Predict which catalyst facilitates the given reaction.. Dataset: Catalyst prediction with 721,799 reactions and 888 catalyst types from USPTO (1) Reactant: Br[CH2:2][C:3]1[CH:12]=[CH:11][C:6]([C:7]([O:9][CH3:10])=[O:8])=[CH:5][CH:4]=1.C[N:14]([CH3:18])[CH2:15][CH2:16][NH2:17].[CH2:19](N(CC)CC)C.C(=O)(O)[O-].[Na+]. Product: [CH3:18][N:14]([CH2:2][C:3]1[CH:12]=[CH:11][C:6]([C:7]([O:9][CH3:10])=[O:8])=[CH:5][CH:4]=1)[CH2:15][CH2:16][NH:17][CH3:19]. The catalyst class is: 7. (2) Reactant: Br[CH2:2][C:3]([CH2:15][O:16][C:17]1[C:26]2[C:21](=[CH:22][CH:23]=[CH:24][CH:25]=2)[CH:20]=[CH:19][CH:18]=1)=[CH:4][C:5]1[CH:14]=[CH:13][C:8]([C:9]([O:11][CH3:12])=[O:10])=[CH:7][CH:6]=1.C(N(CC)CC)C.[CH2:34]([N:36]1[CH2:41][CH2:40][CH:39]([NH2:42])[CH2:38][CH2:37]1)[CH3:35]. Product: [CH2:34]([N:36]1[CH2:41][CH2:40][CH:39]([NH:42][CH2:2]/[C:3](/[CH2:15][O:16][C:17]2[C:26]3[C:21](=[CH:22][CH:23]=[CH:24][CH:25]=3)[CH:20]=[CH:19][CH:18]=2)=[CH:4]/[C:5]2[CH:14]=[CH:13][C:8]([C:9]([O:11][CH3:12])=[O:10])=[CH:7][CH:6]=2)[CH2:38][CH2:37]1)[CH3:35]. The catalyst class is: 3. (3) Reactant: Cl[C:2]1[N:3]=[CH:4][C:5]2[CH:10]=[CH:9][N:8]([CH2:11][CH2:12][CH2:13][NH:14][C:15]([CH:17]3[CH2:20][CH2:19][CH2:18]3)=[O:16])[C:6]=2[N:7]=1.[O:21]1[C:25]([C:26]2[CH:31]=[CH:30][C:29]([NH2:32])=[CH:28][CH:27]=2)=[CH:24][N:23]=[CH:22]1.CC1(C)C2C(=C(P(C3C=CC=CC=3)C3C=CC=CC=3)C=CC=2)OC2C(P(C3C=CC=CC=3)C3C=CC=CC=3)=CC=CC1=2.CC(C)([O-])C.[Na+]. Product: [O:21]1[C:25]([C:26]2[CH:27]=[CH:28][C:29]([NH:32][C:2]3[N:3]=[CH:4][C:5]4[CH:10]=[CH:9][N:8]([CH2:11][CH2:12][CH2:13][NH:14][C:15]([CH:17]5[CH2:20][CH2:19][CH2:18]5)=[O:16])[C:6]=4[N:7]=3)=[CH:30][CH:31]=2)=[CH:24][N:23]=[CH:22]1. The catalyst class is: 102. (4) Reactant: [Cl:1][C:2]1[CH:27]=[CH:26][C:5]2[N:6]3[C:10]([CH2:11][NH:12][CH2:13][C:4]=2[CH:3]=1)=[N:9][N:8]=[C:7]3[C@H:14]1[CH2:19][CH2:18][C@H:17]([C:20]2[CH:24]=[C:23]([CH3:25])[O:22][N:21]=2)[CH2:16][CH2:15]1.C(=O)([O-])[O-].[Cs+].[Cs+].Cl.[CH3:35][NH:36][CH2:37][CH2:38]Cl. Product: [Cl:1][C:2]1[CH:27]=[CH:26][C:5]2[N:6]3[C:10]([CH2:11][N:12]([CH2:38][CH2:37][NH:36][CH3:35])[CH2:13][C:4]=2[CH:3]=1)=[N:9][N:8]=[C:7]3[C@H:14]1[CH2:15][CH2:16][C@H:17]([C:20]2[CH:24]=[C:23]([CH3:25])[O:22][N:21]=2)[CH2:18][CH2:19]1. The catalyst class is: 10. (5) Reactant: [Cl-].[CH2:2]([O:4][CH2:5][P+](C1C=CC=CC=1)(C1C=CC=CC=1)C1C=CC=CC=1)[CH3:3].C[Si](C)(C)[N-][Si](C)(C)C.[Li+].[CH3:35][C:36]1([CH3:54])[CH:45]([N:46]2[C:50]([CH:51]=O)=[CH:49][N:48]=[CH:47]2)[C:44]2[C:39](=[CH:40][CH:41]=[CH:42][CH:43]=2)[C:38](=[O:53])[O:37]1. Product: [CH2:2]([O:4][CH:5]=[CH:51][C:50]1[N:46]([CH:45]2[C:44]3[C:39](=[CH:40][CH:41]=[CH:42][CH:43]=3)[C:38](=[O:53])[O:37][C:36]2([CH3:54])[CH3:35])[CH:47]=[N:48][CH:49]=1)[CH3:3]. The catalyst class is: 1. (6) Reactant: Br[C:2]1[CH:7]=[CH:6][C:5]([C:8]2[NH:12][C:11]3[CH:13]=[C:14]([S:17]([CH3:20])(=[O:19])=[O:18])[CH:15]=[CH:16][C:10]=3[N:9]=2)=[CH:4][CH:3]=1.[C:21]1(B(O)O)[CH:26]=[CH:25][CH:24]=[CH:23][CH:22]=1.P([O-])([O-])([O-])=O.[K+].[K+].[K+].O1CCOCC1. Product: [C:2]1([C:21]2[CH:26]=[CH:25][CH:24]=[CH:23][CH:22]=2)[CH:7]=[CH:6][C:5]([C:8]2[NH:12][C:11]3[CH:13]=[C:14]([S:17]([CH3:20])(=[O:19])=[O:18])[CH:15]=[CH:16][C:10]=3[N:9]=2)=[CH:4][CH:3]=1. The catalyst class is: 6. (7) Reactant: [CH2:1]([C:5]1[O:6][C:7]2[CH:40]=[CH:39][CH:38]=[CH:37][C:8]=2[C:9]=1[C:10]([C:12]1[CH:13]=[C:14]([C:31]2[CH:36]=[CH:35][CH:34]=[CH:33][CH:32]=2)[C:15]([O:24]COCCOC)=[C:16]([C:18]2[CH:23]=[CH:22][CH:21]=[CH:20][CH:19]=2)[CH:17]=1)=[O:11])[CH2:2][CH2:3][CH3:4].FC(F)(F)C(O)=O. Product: [CH2:1]([C:5]1[O:6][C:7]2[CH:40]=[CH:39][CH:38]=[CH:37][C:8]=2[C:9]=1[C:10]([C:12]1[CH:17]=[C:16]([C:18]2[CH:23]=[CH:22][CH:21]=[CH:20][CH:19]=2)[C:15]([OH:24])=[C:14]([C:31]2[CH:36]=[CH:35][CH:34]=[CH:33][CH:32]=2)[CH:13]=1)=[O:11])[CH2:2][CH2:3][CH3:4]. The catalyst class is: 158.